Dataset: Forward reaction prediction with 1.9M reactions from USPTO patents (1976-2016). Task: Predict the product of the given reaction. (1) Given the reactants [NH2:1][C:2]1[CH:3]=[C:4]([CH:8]=[CH:9][C:10]=1[NH:11][CH3:12])[C:5]([OH:7])=[O:6].[CH:13](O)=O, predict the reaction product. The product is: [CH3:12][N:11]1[C:10]2[CH:9]=[CH:8][C:4]([C:5]([OH:7])=[O:6])=[CH:3][C:2]=2[N:1]=[CH:13]1. (2) Given the reactants [CH3:1][C:2]1[O:6][N:5]=[C:4]([C:7]2[CH:12]=[CH:11][CH:10]=[CH:9][CH:8]=2)[C:3]=1[C:13]1[N:14]=[C:15]2[CH:20]=[CH:19][C:18]([C:21](O)=[O:22])=[CH:17][N:16]2[CH:24]=1.C[C:26]1[O:30][N:29]=[C:28]([C:31]2[CH:36]=CC=CC=2)[C:27]=1C1N=C2C=C(C(O)=O)C=CN2C=1, predict the reaction product. The product is: [O:30]1[CH2:26][CH2:27][CH:28]([NH:29][C:21]([C:18]2[CH:19]=[CH:20][C:15]3[N:16]([CH:24]=[C:13]([C:3]4[C:4]([C:7]5[CH:12]=[CH:11][CH:10]=[CH:9][CH:8]=5)=[N:5][O:6][C:2]=4[CH3:1])[N:14]=3)[CH:17]=2)=[O:22])[CH2:31][CH2:36]1.